This data is from Forward reaction prediction with 1.9M reactions from USPTO patents (1976-2016). The task is: Predict the product of the given reaction. (1) Given the reactants [Cl:1][C:2]1[CH:3]=[C:4]([CH:7]=[CH:8][C:9]=1[O:10][CH:11]([CH3:16])[C:12]([F:15])([F:14])[F:13])[C:5]#N.[OH-:17].[Na+].CC([OH:22])C, predict the reaction product. The product is: [Cl:1][C:2]1[CH:3]=[C:4]([CH:7]=[CH:8][C:9]=1[O:10][CH:11]([CH3:16])[C:12]([F:15])([F:14])[F:13])[C:5]([OH:22])=[O:17]. (2) Given the reactants [C:1]([C:3]1[CH:4]=[C:5]([C:13]2[O:17][N:16]=[C:15]([C:18]3[CH:27]=[CH:26][CH:25]=[C:24]4[C:19]=3[CH2:20][CH2:21][N:22]([C:28](=[O:40])[C@H:29]([NH:32]C(=O)OC(C)(C)C)[CH2:30][OH:31])[CH2:23]4)[N:14]=2)[CH:6]=[CH:7][C:8]=1[O:9][CH:10]([CH3:12])[CH3:11])#[N:2].[ClH:41].CCOCC, predict the reaction product. The product is: [ClH:41].[CH3:12][CH:10]([O:9][C:8]1[CH:7]=[CH:6][C:5]([C:13]2[O:17][N:16]=[C:15]([C:18]3[CH:27]=[CH:26][CH:25]=[C:24]4[C:19]=3[CH2:20][CH2:21][N:22]([C:28](=[O:40])[C@@H:29]([CH2:30][OH:31])[NH2:32])[CH2:23]4)[N:14]=2)=[CH:4][C:3]=1[C:1]#[N:2])[CH3:11]. (3) Given the reactants [CH3:1][O:2][C:3]1[CH:4]=[C:5]([CH:8]=[CH:9][C:10]=1[O:11][CH:12]([O:14][CH2:15][CH3:16])[CH3:13])[CH:6]=[CH2:7].C(OC(OC1C=CC(C=C)=CC=1)C)C, predict the reaction product. The product is: [CH2:15]([O:14][CH:12]([O:11][C:10]1[CH:3]=[CH:4][C:5]([CH:6]=[CH2:7])=[CH:8][CH:9]=1)[CH3:13])[CH3:16].[CH3:1][O:2][C:3]1[CH:4]=[C:5]([CH:8]=[CH:9][C:10]=1[O:11][CH:12]([O:14][CH2:15][CH3:16])[CH3:13])[CH:6]=[CH2:7]. (4) Given the reactants [C:1]([O:5][C:6](=[O:19])[NH:7][CH2:8][CH2:9][C:10]1[CH:15]=[CH:14][C:13]([F:16])=[C:12]([O:17][CH3:18])[CH:11]=1)([CH3:4])([CH3:3])[CH3:2].[H-].[Na+].[CH3:22]I.O, predict the reaction product. The product is: [C:1]([O:5][C:6](=[O:19])[N:7]([CH2:8][CH2:9][C:10]1[CH:15]=[CH:14][C:13]([F:16])=[C:12]([O:17][CH3:18])[CH:11]=1)[CH3:22])([CH3:3])([CH3:4])[CH3:2]. (5) Given the reactants [Br:1][C:2]1[CH:7]=[CH:6][C:5]([CH2:8][NH2:9])=[C:4]([CH3:10])[CH:3]=1.CO[C:13](=[NH:21])[CH:14]([O:18][CH2:19][CH3:20])[O:15][CH2:16][CH3:17], predict the reaction product. The product is: [Br:1][C:2]1[CH:7]=[CH:6][C:5]([CH2:8][NH:9][C:13](=[NH:21])[CH:14]([O:18][CH2:19][CH3:20])[O:15][CH2:16][CH3:17])=[C:4]([CH3:10])[CH:3]=1. (6) Given the reactants [Cl:1][C:2]1[C:10]2[N:9]=[C:8]([CH:11]3[CH2:13][CH2:12]3)[NH:7][C:6]=2[CH:5]=[CH:4][CH:3]=1.Br[CH2:15][C:16]1[CH:37]=[CH:36][C:19]2/[C:20](=[C:30](/[CH:33]3[CH2:35][CH2:34]3)\[C:31]#[N:32])/[C:21]3[CH:28]=[CH:27][C:26]([F:29])=[CH:25][C:22]=3[O:23][CH2:24][C:18]=2[CH:17]=1, predict the reaction product. The product is: [Cl:1][C:2]1[C:10]2[N:9]=[C:8]([CH:11]3[CH2:13][CH2:12]3)[N:7]([CH2:15][C:16]3[CH:37]=[CH:36][C:19]4/[C:20](=[C:30](/[CH:33]5[CH2:34][CH2:35]5)\[C:31]#[N:32])/[C:21]5[CH:28]=[CH:27][C:26]([F:29])=[CH:25][C:22]=5[O:23][CH2:24][C:18]=4[CH:17]=3)[C:6]=2[CH:5]=[CH:4][CH:3]=1.